Task: Binary Classification. Given a miRNA mature sequence and a target amino acid sequence, predict their likelihood of interaction.. Dataset: Experimentally validated miRNA-target interactions with 360,000+ pairs, plus equal number of negative samples The miRNA is mmu-miR-1964-3p with sequence CCGACUUCUGGGCUCCGGCUUU. The protein sequence of the target gene is MVPCWNHGNITRSKAEELLSRTGKDGSFLVRASESISRAYALCVLYRNCVYTYRILPNEDDKFTVQASEGVSMRFFTKLDQLIEFYKKENMGLVTHLQYPVPLEEEDTGDDPEEDTVESVVSPPELPPRNIPLTASSCEAKEVPFSNENPRATETSRPSLSETLFQRLQSMDTSGLPEEHLKAIQDYLSTQLAQDSEFVKTGSSSLPHLKKLTTLLCKELYGEVIRTLPSLESLQRLFDQQLSPGLRPRPQVPGEANPINMVSKLSQLTSLLSSIEDKVKALLHEGPESPHRPSLIPPVT.... Result: 0 (no interaction).